This data is from Full USPTO retrosynthesis dataset with 1.9M reactions from patents (1976-2016). The task is: Predict the reactants needed to synthesize the given product. Given the product [P:35](=[O:34])([OH:38])([OH:37])[OH:36].[CH3:32][O:31][C:28]1[N:29]=[CH:30][C:25]([CH:5]([CH2:6][CH2:7][C:8](=[O:24])[CH2:9][CH2:10][CH2:11][CH2:12][C:13]2[CH:14]=[CH:15][C:16]3[CH2:22][CH2:21][CH2:20][CH2:19][NH:18][C:17]=3[N:23]=2)[C:4]([OH:33])=[O:3])=[CH:26][N:27]=1, predict the reactants needed to synthesize it. The reactants are: C([O:3][C:4](=[O:33])[CH:5]([C:25]1[CH:26]=[N:27][C:28]([O:31][CH3:32])=[N:29][CH:30]=1)[CH2:6][CH2:7][C:8](=[O:24])[CH2:9][CH2:10][CH2:11][CH2:12][C:13]1[CH:14]=[CH:15][C:16]2[CH2:22][CH2:21][CH2:20][CH2:19][NH:18][C:17]=2[N:23]=1)C.[OH:34][P:35]([OH:38])([OH:37])=[O:36].